From a dataset of Reaction yield outcomes from USPTO patents with 853,638 reactions. Predict the reaction yield, written as a fraction of the theoretical maximum amount of product (1.0 means a 100% yield; for example, 0.34 means a 34% yield). (1) The catalyst is ClCCl.C1CCCCC1. The product is [Cl:3][C:4]1[N:5]=[N+:6]([O-:15])[C:7]([Cl:10])=[CH:8][CH:9]=1. The reactants are OO.[Cl:3][C:4]1[N:5]=[N:6][C:7]([Cl:10])=[CH:8][CH:9]=1.C1(=O)OC(=[O:15])C=C1.C(O)(=O)/C=C/C.[OH-].[Na+]. The yield is 0.737. (2) The catalyst is ClCCCl.CN(C)C=O.CCCCCC. The reactants are [C:1]1([CH2:7][C:8]([NH2:10])=[O:9])[CH:6]=[CH:5][CH:4]=[CH:3][CH:2]=1.C(Cl)(=O)[C:12](Cl)=[O:13].[NH2:17][C:18]1[CH:38]=[CH:37][C:21]([O:22][C:23]2[CH:28]=[CH:27][N:26]=[C:25]([NH:29][C:30]([N:32]3[CH2:36][CH2:35][CH2:34][CH2:33]3)=[O:31])[CH:24]=2)=[C:20]([F:39])[CH:19]=1.C(OCC)(=O)C. The product is [F:39][C:20]1[CH:19]=[C:18]([NH:17][C:12]([NH:10][C:8](=[O:9])[CH2:7][C:1]2[CH:6]=[CH:5][CH:4]=[CH:3][CH:2]=2)=[O:13])[CH:38]=[CH:37][C:21]=1[O:22][C:23]1[CH:28]=[CH:27][N:26]=[C:25]([NH:29][C:30]([N:32]2[CH2:33][CH2:34][CH2:35][CH2:36]2)=[O:31])[CH:24]=1. The yield is 0.750. (3) The reactants are [OH:1][N:2]=[C:3](Cl)[C:4]1[CH:9]=[CH:8][CH:7]=[CH:6][CH:5]=1.[C:11]([C:13]1[CH:22]=[CH:21][C:16]([C:17]([O:19][CH3:20])=[O:18])=[CH:15][CH:14]=1)#[CH:12].C(N(CC)CC)C.O. The catalyst is O1CCCC1. The product is [C:4]1([C:3]2[CH:12]=[C:11]([C:13]3[CH:22]=[CH:21][C:16]([C:17]([O:19][CH3:20])=[O:18])=[CH:15][CH:14]=3)[O:1][N:2]=2)[CH:9]=[CH:8][CH:7]=[CH:6][CH:5]=1. The yield is 0.870. (4) The reactants are [NH2:1][CH2:2][C:3]1[N:8]=[C:7]([CH2:9][N:10]([CH2:21][C:22]2[C:31]3[C:26](=[CH:27][CH:28]=[CH:29][CH:30]=3)[CH:25]=[CH:24][CH:23]=2)[CH2:11][C:12]([O:14][CH2:15][CH2:16][Si:17]([CH3:20])([CH3:19])[CH3:18])=[O:13])[CH:6]=[CH:5][CH:4]=1.CCN(C(C)C)C(C)C.[OH:41][C@H:42](/[CH:55]=[CH:56]/[CH2:57][CH2:58][S:59][C:60]([C:73]1[CH:78]=[CH:77][CH:76]=[CH:75][CH:74]=1)([C:67]1[CH:72]=[CH:71][CH:70]=[CH:69][CH:68]=1)[C:61]1[CH:66]=[CH:65][CH:64]=[CH:63][CH:62]=1)[CH2:43][C:44](N1[C@H](C(C)C)CSC1=S)=[O:45]. The catalyst is ClCCl.CN(C1C=CN=CC=1)C. The product is [OH:41][C@H:42](/[CH:55]=[CH:56]/[CH2:57][CH2:58][S:59][C:60]([C:73]1[CH:78]=[CH:77][CH:76]=[CH:75][CH:74]=1)([C:61]1[CH:62]=[CH:63][CH:64]=[CH:65][CH:66]=1)[C:67]1[CH:68]=[CH:69][CH:70]=[CH:71][CH:72]=1)[CH2:43][C:44]([NH:1][CH2:2][C:3]1[N:8]=[C:7]([CH2:9][N:10]([CH2:21][C:22]2[C:31]3[C:26](=[CH:27][CH:28]=[CH:29][CH:30]=3)[CH:25]=[CH:24][CH:23]=2)[CH2:11][C:12]([O:14][CH2:15][CH2:16][Si:17]([CH3:20])([CH3:18])[CH3:19])=[O:13])[CH:6]=[CH:5][CH:4]=1)=[O:45]. The yield is 0.840.